Dataset: Forward reaction prediction with 1.9M reactions from USPTO patents (1976-2016). Task: Predict the product of the given reaction. (1) Given the reactants Br[C:2]1[C:10]2[C:9]([NH:11][C@H:12]([C:14]3[N:19]([C:20]4[CH:25]=[CH:24][CH:23]=[CH:22][CH:21]=4)[C:18](=[O:26])[C:17]4=[C:27]([CH3:30])[CH:28]=[CH:29][N:16]4[N:15]=3)[CH3:13])=[N:8][CH:7]=[N:6][C:5]=2[N:4]([CH2:31][O:32][CH2:33][CH2:34][Si:35]([CH3:38])([CH3:37])[CH3:36])[CH:3]=1.[F:39][C:40]1[CH:45]=[CH:44][CH:43]=[CH:42][C:41]=1B(O)O.C(=O)([O-])[O-].[Na+].[Na+], predict the reaction product. The product is: [F:39][C:40]1[CH:45]=[CH:44][CH:43]=[CH:42][C:41]=1[C:2]1[C:10]2[C:9]([NH:11][C@H:12]([C:14]3[N:19]([C:20]4[CH:25]=[CH:24][CH:23]=[CH:22][CH:21]=4)[C:18](=[O:26])[C:17]4=[C:27]([CH3:30])[CH:28]=[CH:29][N:16]4[N:15]=3)[CH3:13])=[N:8][CH:7]=[N:6][C:5]=2[N:4]([CH2:31][O:32][CH2:33][CH2:34][Si:35]([CH3:38])([CH3:37])[CH3:36])[CH:3]=1. (2) Given the reactants [Br:1][C:2]1[C:11]2[C:6](=[CH:7][CH:8]=[CH:9][CH:10]=2)[C:5]([NH2:12])=[N:4][CH:3]=1.C(N([CH2:20][CH3:21])C(C)C)(C)C.[C:22](Cl)(=[O:24])[CH3:23].[OH2:26], predict the reaction product. The product is: [C:22]([N:12]([C:5]1[C:6]2[C:11](=[CH:10][CH:9]=[CH:8][CH:7]=2)[C:2]([Br:1])=[CH:3][N:4]=1)[C:20](=[O:26])[CH3:21])(=[O:24])[CH3:23].